Predict the product of the given reaction. From a dataset of Forward reaction prediction with 1.9M reactions from USPTO patents (1976-2016). (1) Given the reactants [CH:1]1([C:4]2[NH:8][N:7]=[C:6]([NH2:9])[CH:5]=2)[CH2:3][CH2:2]1.[C:10]1(=O)[O:15][C:13](=[O:14])[C:12]2=[CH:16][CH:17]=[CH:18][CH:19]=[C:11]12, predict the reaction product. The product is: [CH:1]1([C:4]2[NH:8][N:7]=[C:6]([N:9]3[C:13](=[O:14])[C:12]4[C:11](=[CH:19][CH:18]=[CH:17][CH:16]=4)[C:10]3=[O:15])[CH:5]=2)[CH2:3][CH2:2]1. (2) Given the reactants [N:1]1[C:11]2[C:10](=O)[CH2:9][CH2:8][C:7](=[O:13])[NH:6][C:5]=2[CH:4]=[CH:3][CH:2]=1.Cl.[I:15][C:16]1[CH:21]=[CH:20][C:19]([NH:22][NH2:23])=[CH:18][CH:17]=1.[K+].[Br-], predict the reaction product. The product is: [I:15][C:16]1[CH:21]=[CH:20][C:19]([NH:22][N:23]=[C:10]2[CH2:9][CH2:8][C:7](=[O:13])[NH:6][C:5]3[CH:4]=[CH:3][CH:2]=[N:1][C:11]2=3)=[CH:18][CH:17]=1.